Predict the reactants needed to synthesize the given product. From a dataset of Full USPTO retrosynthesis dataset with 1.9M reactions from patents (1976-2016). Given the product [CH:32]1([CH2:31][O:30][C:22]2[CH:23]=[C:24]([F:29])[C:25]([O:27][CH3:28])=[CH:26][C:21]=2[C:20]2[C:15]3[NH:14][C:13]([CH3:35])=[C:12]([C:10]([NH:9][C@H:6]4[CH2:7][CH2:8][C@H:3]([NH:2][C:40](=[O:39])[CH2:41][OH:42])[CH2:4][CH2:5]4)=[O:11])[C:16]=3[N:17]=[CH:18][N:19]=2)[CH2:34][CH2:33]1, predict the reactants needed to synthesize it. The reactants are: Cl.[NH2:2][C@H:3]1[CH2:8][CH2:7][C@H:6]([NH:9][C:10]([C:12]2[C:16]3[N:17]=[CH:18][N:19]=[C:20]([C:21]4[CH:26]=[C:25]([O:27][CH3:28])[C:24]([F:29])=[CH:23][C:22]=4[O:30][CH2:31][CH:32]4[CH2:34][CH2:33]4)[C:15]=3[NH:14][C:13]=2[CH3:35])=[O:11])[CH2:5][CH2:4]1.C([O:39][CH2:40][C:41](Cl)=[O:42])(=O)C.